This data is from Reaction yield outcomes from USPTO patents with 853,638 reactions. The task is: Predict the reaction yield, written as a fraction of the theoretical maximum amount of product (1.0 means a 100% yield; for example, 0.34 means a 34% yield). (1) The reactants are [CH3:1][C:2]1[CH:7]=[C:6]([CH3:8])[CH:5]=[C:4]([CH3:9])[C:3]=1[NH2:10].[Br:11][C:12]1[C:13]([Cl:19])=[N:14][C:15]([Cl:18])=[N:16][CH:17]=1.CC(N(C(C)C)CC)C. The catalyst is O1CCOCC1. The product is [Br:11][C:12]1[C:13]([Cl:19])=[N:14][C:15]([NH:10][C:3]2[C:4]([CH3:9])=[CH:5][C:6]([CH3:8])=[CH:7][C:2]=2[CH3:1])=[N:16][CH:17]=1.[Br:11][C:12]1[C:13]([NH:10][C:3]2[C:4]([CH3:9])=[CH:5][C:6]([CH3:8])=[CH:7][C:2]=2[CH3:1])=[N:14][C:15]([Cl:18])=[N:16][CH:17]=1. The yield is 0.240. (2) The reactants are [CH3:1][O:2][CH:3]([CH2:9][C:10]1[CH:15]=[CH:14][C:13]([O:16][CH3:17])=[C:12]([NH:18][C:19](=[O:31])[CH2:20][C:21]2[CH:26]=[CH:25][C:24]([C:27]([F:30])([F:29])[F:28])=[CH:23][CH:22]=2)[CH:11]=1)[C:4]([O:6]CC)=[O:5].[OH-].[Na+]. The catalyst is CO. The product is [CH3:1][O:2][CH:3]([CH2:9][C:10]1[CH:15]=[CH:14][C:13]([O:16][CH3:17])=[C:12]([NH:18][C:19](=[O:31])[CH2:20][C:21]2[CH:22]=[CH:23][C:24]([C:27]([F:29])([F:30])[F:28])=[CH:25][CH:26]=2)[CH:11]=1)[C:4]([OH:6])=[O:5]. The yield is 0.930. (3) The reactants are [CH2:1]([C:13]1[CH:19]=[CH:18][C:16]([NH2:17])=[CH:15][CH:14]=1)[CH2:2][CH2:3][CH2:4][CH2:5][CH2:6][CH2:7][CH2:8][CH2:9][CH2:10][CH2:11][CH3:12].[S-:20][C:21]#[N:22].[K+].BrBr.O. The catalyst is C(O)(=O)C. The product is [NH2:22][C:21]1[S:20][C:18]2[CH:19]=[C:13]([CH2:1][CH2:2][CH2:3][CH2:4][CH2:5][CH2:6][CH2:7][CH2:8][CH2:9][CH2:10][CH2:11][CH3:12])[CH:14]=[CH:15][C:16]=2[N:17]=1. The yield is 0.418. (4) The reactants are [CH:1]1([C:7](=O)[CH2:8][CH2:9][C:10](=O)[CH3:11])[CH2:6][CH2:5][CH2:4][CH2:3][CH2:2]1.Cl.[NH2:15][CH2:16][C:17]([O:19][CH2:20][CH3:21])=[O:18].C(=O)(O)[O-].[Na+]. The catalyst is ClCCl. The product is [CH:1]1([C:7]2[N:15]([CH2:16][C:17]([O:19][CH2:20][CH3:21])=[O:18])[C:10]([CH3:11])=[CH:9][CH:8]=2)[CH2:6][CH2:5][CH2:4][CH2:3][CH2:2]1. The yield is 0.800. (5) The reactants are [N:1]1[CH:2]=[N:3][N:4]2[CH:9]=[C:8]([C:10]3[N:11]=[C:12]([CH2:22][C:23]4[CH:24]=[C:25]([CH:28]=[CH:29][CH:30]=4)[C:26]#[N:27])[NH:13][C:14]=3[C:15]3[CH:20]=[CH:19][CH:18]=[C:17]([CH3:21])[N:16]=3)[CH:7]=[CH:6][C:5]=12.[OH:31]O.[OH-].[Na+].Cl. The catalyst is CCO. The product is [N:1]1[CH:2]=[N:3][N:4]2[CH:9]=[C:8]([C:10]3[N:11]=[C:12]([CH2:22][C:23]4[CH:24]=[C:25]([CH:28]=[CH:29][CH:30]=4)[C:26]([NH2:27])=[O:31])[NH:13][C:14]=3[C:15]3[CH:20]=[CH:19][CH:18]=[C:17]([CH3:21])[N:16]=3)[CH:7]=[CH:6][C:5]=12. The yield is 0.350. (6) The reactants are [CH2:1]([C@@H:8]1[CH2:12][O:11][C:10](=[O:13])[N:9]1[C:14](=[O:17])[CH2:15][CH3:16])[C:2]1[CH:7]=[CH:6][CH:5]=[CH:4][CH:3]=1.CCN(C(C)C)C(C)C.[CH:27]([C@H:29]1[CH2:33][O:32][C:31]([CH3:35])([CH3:34])[N:30]1[C:36]([O:38][C:39]([CH3:42])([CH3:41])[CH3:40])=[O:37])=[O:28]. The catalyst is C(Cl)Cl.Cl[Ti](Cl)(Cl)Cl. The product is [CH2:1]([C@@H:8]1[CH2:12][O:11][C:10](=[O:13])[N:9]1[C:14](=[O:17])[C@H:15]([CH3:16])[C@H:27]([C@H:29]1[CH2:33][O:32][C:31]([CH3:35])([CH3:34])[N:30]1[C:36]([O:38][C:39]([CH3:42])([CH3:41])[CH3:40])=[O:37])[OH:28])[C:2]1[CH:3]=[CH:4][CH:5]=[CH:6][CH:7]=1. The yield is 0.580.